Task: Predict the reactants needed to synthesize the given product.. Dataset: Full USPTO retrosynthesis dataset with 1.9M reactions from patents (1976-2016) (1) The reactants are: [CH3:1][N:2]1[C:14]2[CH2:13][N:12](C(OC(C)(C)C)=O)[CH2:11][CH2:10][C:9]=2[C:8]2[C:3]1=[CH:4][CH:5]=[CH:6][CH:7]=2.[F:22][C:23]([F:28])([F:27])[C:24]([OH:26])=[O:25]. Given the product [CH3:1][N:2]1[C:14]2[CH2:13][NH:12][CH2:11][CH2:10][C:9]=2[C:8]2[C:3]1=[CH:4][CH:5]=[CH:6][CH:7]=2.[F:22][C:23]([F:28])([F:27])[C:24]([OH:26])=[O:25], predict the reactants needed to synthesize it. (2) Given the product [CH2:2]1[C:3]2([CH2:8][CH2:7][CH2:6][CH2:5][CH2:4]2)[CH2:9][N:10]=[N:1]1, predict the reactants needed to synthesize it. The reactants are: [NH2:1][CH2:2][C:3]1([CH2:9][NH2:10])[CH2:8][CH2:7][CH2:6][CH2:5][CH2:4]1.OO.[O-]Cl.[Na+]. (3) Given the product [C:36]([O:39][CH2:40][CH2:41][O:1][C:2]1[CH:3]=[C:4]([C:20]([NH:22][CH2:23][C:24]2[CH:25]=[CH:26][C:27]([S:30]([CH:33]([CH3:35])[CH3:34])(=[O:31])=[O:32])=[CH:28][CH:29]=2)=[O:21])[C:5](=[O:19])[N:6]([C:9]2[CH:14]=[CH:13][CH:12]=[C:11]([C:15]([F:16])([F:18])[F:17])[CH:10]=2)[C:7]=1[CH3:8])(=[O:38])[CH3:37], predict the reactants needed to synthesize it. The reactants are: [OH:1][C:2]1[CH:3]=[C:4]([C:20]([NH:22][CH2:23][C:24]2[CH:29]=[CH:28][C:27]([S:30]([CH:33]([CH3:35])[CH3:34])(=[O:32])=[O:31])=[CH:26][CH:25]=2)=[O:21])[C:5](=[O:19])[N:6]([C:9]2[CH:14]=[CH:13][CH:12]=[C:11]([C:15]([F:18])([F:17])[F:16])[CH:10]=2)[C:7]=1[CH3:8].[C:36]([O:39][CH2:40][CH2:41]Br)(=[O:38])[CH3:37].N12CCCN=C1CCCCC2. (4) Given the product [N:4]1([O-:3])[C:8]2[CH:9]=[CH:10][CH:11]=[CH:12][C:7]=2[N:6]=[N:5]1.[NH4+:2], predict the reactants needed to synthesize it. The reactants are: [OH-].[NH4+:2].[OH:3][N:4]1[C:8]2[CH:9]=[CH:10][CH:11]=[CH:12][C:7]=2[N:6]=[N:5]1. (5) Given the product [CH3:27][O:26][C:18]1[CH:19]=[CH:20][CH:21]=[C:14]2[C:15]=1[CH:16]=[N:12][N:11]2[C:9]1[CH:8]=[CH:7][N:6]=[C:5]([S:4][CH2:1][CH2:2][CH3:3])[N:10]=1, predict the reactants needed to synthesize it. The reactants are: [CH2:1]([S:4][C:5]1[N:10]=[C:9]([NH:11][NH2:12])[CH:8]=[CH:7][N:6]=1)[CH2:2][CH3:3].F[C:14]1[CH:21]=[C:20](SCCC)[CH:19]=[C:18]([O:26][CH3:27])[C:15]=1[CH:16]=O.CS(C)=O. (6) Given the product [CH:17]([C:11]1[CH:10]=[CH:6][CH:5]=[C:4]([CH:2]([CH3:3])[CH3:1])[C:12]=1[OH:13])([CH3:19])[CH3:18], predict the reactants needed to synthesize it. The reactants are: [CH3:1][CH:2]([C:4]1[CH:5]=[C:6]([CH:10]=[C:11]([CH:17]([CH3:19])[CH3:18])[C:12]=1[O:13]C(C)C)C(O)=O)[CH3:3].O(C1C=CC(C(O)=O)=CC=1)C1C=CC(C(O)=O)=CC=1. (7) Given the product [CH3:11][C:12]1([CH3:28])[C:16]([CH3:18])([CH3:17])[O:15][B:14]([C:2]2[CH:3]=[CH:4][C:5]3[N:6]([N:8]=[CH:9][CH:10]=3)[CH:7]=2)[O:13]1, predict the reactants needed to synthesize it. The reactants are: Br[C:2]1[CH:3]=[CH:4][C:5]2[N:6]([N:8]=[CH:9][CH:10]=2)[CH:7]=1.[CH3:11][C:12]1([CH3:28])[C:16]([CH3:18])([CH3:17])[O:15][B:14]([B:14]2[O:15][C:16]([CH3:18])([CH3:17])[C:12]([CH3:28])([CH3:11])[O:13]2)[O:13]1.C([O-])(=O)C.[K+]. (8) Given the product [N:3]12[CH2:10][CH2:9][CH:6]([CH2:7][CH2:8]1)[C@@H:5]([NH:11][C:17](=[O:18])[C:16]1[CH:20]=[CH:21][C:13]([I:12])=[CH:14][CH:15]=1)[CH2:4]2, predict the reactants needed to synthesize it. The reactants are: Cl.Cl.[N:3]12[CH2:10][CH2:9][CH:6]([CH2:7][CH2:8]1)[C@@H:5]([NH2:11])[CH2:4]2.[I:12][C:13]1[CH:21]=[CH:20][C:16]([C:17](O)=[O:18])=[CH:15][CH:14]=1. (9) Given the product [C:18]([C:19]1[NH:1][C:2]2[C:14]([CH:5]=1)=[CH:13][CH:12]=[C:7]([C:8]([OH:10])=[O:9])[CH:6]=2)(=[O:21])[NH2:16], predict the reactants needed to synthesize it. The reactants are: [N:1]#[C:2]Br.N[C:5]1[CH:6]=[C:7]([CH:12]=[CH:13][C:14]=1N)[C:8]([O:10]C)=[O:9].[NH3:16].Cl.[C:18]([O:21]CC)(=O)[CH3:19].